From a dataset of NCI-60 drug combinations with 297,098 pairs across 59 cell lines. Regression. Given two drug SMILES strings and cell line genomic features, predict the synergy score measuring deviation from expected non-interaction effect. (1) Drug 1: C1CCC(CC1)NC(=O)N(CCCl)N=O. Drug 2: CCN(CC)CCCC(C)NC1=C2C=C(C=CC2=NC3=C1C=CC(=C3)Cl)OC. Cell line: LOX IMVI. Synergy scores: CSS=47.8, Synergy_ZIP=-8.99, Synergy_Bliss=-3.10, Synergy_Loewe=0.360, Synergy_HSA=0.722. (2) Drug 1: COC1=C(C=C2C(=C1)N=CN=C2NC3=CC(=C(C=C3)F)Cl)OCCCN4CCOCC4. Cell line: HCT116. Synergy scores: CSS=15.2, Synergy_ZIP=-1.32, Synergy_Bliss=4.52, Synergy_Loewe=-17.7, Synergy_HSA=6.38. Drug 2: CC1=C(C(=CC=C1)Cl)NC(=O)C2=CN=C(S2)NC3=CC(=NC(=N3)C)N4CCN(CC4)CCO. (3) Drug 2: CC1=C(C(=O)C2=C(C1=O)N3CC4C(C3(C2COC(=O)N)OC)N4)N. Cell line: SW-620. Synergy scores: CSS=44.0, Synergy_ZIP=7.49, Synergy_Bliss=8.68, Synergy_Loewe=-3.36, Synergy_HSA=8.17. Drug 1: CNC(=O)C1=CC=CC=C1SC2=CC3=C(C=C2)C(=NN3)C=CC4=CC=CC=N4. (4) Drug 1: C1=CC(=CC=C1CCC2=CNC3=C2C(=O)NC(=N3)N)C(=O)NC(CCC(=O)O)C(=O)O. Synergy scores: CSS=28.2, Synergy_ZIP=-1.03, Synergy_Bliss=-8.22, Synergy_Loewe=-27.6, Synergy_HSA=-7.16. Drug 2: CC12CCC3C(C1CCC2O)C(CC4=C3C=CC(=C4)O)CCCCCCCCCS(=O)CCCC(C(F)(F)F)(F)F. Cell line: CCRF-CEM.